Task: Predict the reactants needed to synthesize the given product.. Dataset: Full USPTO retrosynthesis dataset with 1.9M reactions from patents (1976-2016) Given the product [F:19][C:20]1[CH:21]=[C:22]([CH:25]=[CH:26][C:27]=1[F:28])[CH2:23][O:1][C:2]1[CH:3]=[CH:4][C:5]([CH2:8][CH2:9][C:10]([NH2:12])=[O:11])=[CH:6][CH:7]=1, predict the reactants needed to synthesize it. The reactants are: [OH:1][C:2]1[CH:7]=[CH:6][C:5]([CH2:8][CH2:9][C:10]([NH2:12])=[O:11])=[CH:4][CH:3]=1.C(=O)([O-])[O-].[K+].[K+].[F:19][C:20]1[CH:21]=[C:22]([CH:25]=[CH:26][C:27]=1[F:28])[CH2:23]Br.